The task is: Predict the product of the given reaction.. This data is from Forward reaction prediction with 1.9M reactions from USPTO patents (1976-2016). Given the reactants [C:1]([O:5][C:6](=[O:20])[C:7]([CH3:19])([S:9][C:10]1[CH:18]=[CH:17][C:13]([C:14]([OH:16])=[O:15])=[CH:12][CH:11]=1)[CH3:8])(C)(C)C.[CH3:21][C:22]1[CH:36]=[CH:35][C:25]([CH2:26][N:27]2[CH:31]=[C:30]([C@H:32](O)[CH3:33])[N:29]=[N:28]2)=[CH:24][CH:23]=1, predict the reaction product. The product is: [CH3:1][O:5][C:6](=[O:20])[C:7]([CH3:19])([S:9][C:10]1[CH:18]=[CH:17][C:13]([C:14]([O:16][C@@H:32]([C:30]2[N:29]=[N:28][N:27]([CH2:26][C:25]3[CH:24]=[CH:23][C:22]([CH3:21])=[CH:36][CH:35]=3)[CH:31]=2)[CH3:33])=[O:15])=[CH:12][CH:11]=1)[CH3:8].